This data is from Experimentally validated miRNA-target interactions with 360,000+ pairs, plus equal number of negative samples. The task is: Binary Classification. Given a miRNA mature sequence and a target amino acid sequence, predict their likelihood of interaction. (1) The protein sequence of the target gene is MAPTLATAHRRRWWMACTAVLENLLFSAVLLGWGSLLIMLKSEGFYSYLCTEPENVTNGTVGGTAEPGHEEVSWMNGWLSCQAQDEMLNLAFTVGSFLLSAITLPLGIVMDKYGPRKLRLLGSACFAVSCLLIAYGASKPNALSVLIFIALALNGFGGMCMTFTSLTLPNMFGDLRSTFIALMIGSYASSAVTFPGIKLIYDAGVSFIVVLVVWAGCSGLVFLNCFFNWPLEPFPGPEDMDYSVKIKFSWLGFDHKITGKQFYKQVTTVGRRLSVGSSMRSAKEQVALQEGHKLCLSTVD.... The miRNA is hsa-miR-512-5p with sequence CACUCAGCCUUGAGGGCACUUUC. Result: 0 (no interaction). (2) The miRNA is hsa-miR-140-5p with sequence CAGUGGUUUUACCCUAUGGUAG. The protein sequence of the target gene is MIHELLLALSGYPGSIFTWNKRSGLQVSQDFPFLHPSETSVLNRLCRLGTDYIRFTEFIEQYTGHVQQQDHHPSQQGQGGLHGIYLRAFCTGLDSVLQPYRQALLDLEQEFLGDPHLSISHVNYFLDQFQLLFPSVMVVVEQIKSQKIHGCQILETVYKHSCGGLPPVRSALEKILAVCHGVMYKQLSAWMLHGLLLDQHEEFFIKQGPSSGNVSAQPEEDEEDLGIGGLTGKQLRELQDLRLIEEENMLAPSLKQFSLRVEILPSYIPVRVAEKILFVGESVQMFENQNVNLTRKGSIL.... Result: 0 (no interaction).